Dataset: Full USPTO retrosynthesis dataset with 1.9M reactions from patents (1976-2016). Task: Predict the reactants needed to synthesize the given product. (1) Given the product [N:22]1([CH2:20][CH2:19][CH2:18][O:17][C:15]2[CH:14]=[CH:13][C:12]3[C:8]([C:5]4[CH:6]=[CH:7][C:2]([Br:1])=[CH:3][CH:4]=4)=[N:9][S:10][C:11]=3[CH:16]=2)[CH2:25][CH2:24][CH2:23]1, predict the reactants needed to synthesize it. The reactants are: [Br:1][C:2]1[CH:7]=[CH:6][C:5]([C:8]2[C:12]3[CH:13]=[CH:14][C:15]([O:17][CH2:18][CH2:19][CH2:20]Br)=[CH:16][C:11]=3[S:10][N:9]=2)=[CH:4][CH:3]=1.[NH:22]1[CH2:25][CH2:24][CH2:23]1. (2) Given the product [OH:23][C:24]12[C:35]3[C:30](=[CH:31][C:32]([N:11]4[CH2:12][CH2:13][N:8]([CH2:7][C:6]5[CH:5]=[CH:4][C:3]([O:2][CH3:1])=[CH:15][CH:14]=5)[CH2:9][CH2:10]4)=[CH:33][CH:34]=3)[C:29](=[O:37])[C:28]1([OH:38])[C:27]1[CH:39]=[CH:40][C:41]([CH:43]([CH3:45])[CH3:44])=[CH:42][C:26]=1[O:25]2, predict the reactants needed to synthesize it. The reactants are: [CH3:1][O:2][C:3]1[CH:15]=[CH:14][C:6]([CH2:7][N:8]2[CH2:13][CH2:12][NH:11][CH2:10][CH2:9]2)=[CH:5][CH:4]=1.C(N(CC)CC)C.[OH:23][C:24]12[C:35]3[C:30](=[CH:31][C:32](F)=[CH:33][CH:34]=3)[C:29](=[O:37])[C:28]1([OH:38])[C:27]1[CH:39]=[CH:40][C:41]([CH:43]([CH3:45])[CH3:44])=[CH:42][C:26]=1[O:25]2. (3) Given the product [CH3:18][O:19][C:20]1[CH:21]=[C:22]2[C:27](=[CH:28][CH:29]=1)[N:26]=[C:25]([CH3:30])[CH:24]=[C:23]2[O:31][C:2]1[CH:7]=[C:6]([C:8]2[CH:13]=[CH:12][C:11]([C:14]([F:17])([F:16])[F:15])=[CH:10][CH:9]=2)[N:5]=[CH:4][N:3]=1, predict the reactants needed to synthesize it. The reactants are: Cl[C:2]1[CH:7]=[C:6]([C:8]2[CH:13]=[CH:12][C:11]([C:14]([F:17])([F:16])[F:15])=[CH:10][CH:9]=2)[N:5]=[CH:4][N:3]=1.[CH3:18][O:19][C:20]1[CH:21]=[C:22]2[C:27](=[CH:28][CH:29]=1)[N:26]=[C:25]([CH3:30])[CH:24]=[C:23]2[OH:31].[H-].[Na+]. (4) Given the product [OH:1][CH:2]1[CH2:7][CH2:6][N:5]([C:8]([N:10]2[CH2:15][CH:14]([C:16]3[CH:21]=[CH:20][CH:19]=[C:18]([C:22]([F:24])([F:25])[F:23])[CH:17]=3)[CH2:13][CH:12]([C:26]3[O:27][N:33]=[C:31]([CH3:32])[N:30]=3)[CH2:11]2)=[O:9])[CH2:4][CH2:3]1, predict the reactants needed to synthesize it. The reactants are: [OH:1][CH:2]1[CH2:7][CH2:6][N:5]([C:8]([N:10]2[CH2:15][CH:14]([C:16]3[CH:21]=[CH:20][CH:19]=[C:18]([C:22]([F:25])([F:24])[F:23])[CH:17]=3)[CH2:13][CH:12]([C:26](O)=[O:27])[CH2:11]2)=[O:9])[CH2:4][CH2:3]1.O[N:30]=[C:31]([NH2:33])[CH3:32]. (5) Given the product [Cl:1][C:2]1[CH:7]=[CH:6][C:5]([C:26]2[C:27]([N:32]3[CH2:33][CH2:34][CH:35]([C:38]([O:40][CH2:41][CH3:42])=[O:39])[CH2:36][CH2:37]3)=[N:28][CH:29]=[CH:30][CH:31]=2)=[CH:4][C:3]=1[C:11]([NH:13][CH2:14][C:15]12[CH2:24][CH:19]3[CH2:20][CH:21]([CH2:23][CH:17]([CH2:18]3)[CH2:16]1)[CH2:22]2)=[O:12], predict the reactants needed to synthesize it. The reactants are: [Cl:1][C:2]1[CH:7]=[CH:6][C:5](B(O)O)=[CH:4][C:3]=1[C:11]([NH:13][CH2:14][C:15]12[CH2:24][CH:19]3[CH2:20][CH:21]([CH2:23][CH:17]([CH2:18]3)[CH2:16]1)[CH2:22]2)=[O:12].Br[C:26]1[C:27]([N:32]2[CH2:37][CH2:36][CH:35]([C:38]([O:40][CH2:41][CH3:42])=[O:39])[CH2:34][CH2:33]2)=[N:28][CH:29]=[CH:30][CH:31]=1.C(=O)([O-])[O-].[K+].[K+].C(O)C. (6) Given the product [CH3:1][O:2][C:3]1[CH:11]=[CH:10][CH:9]=[C:8]2[C:4]=1[CH2:5][CH2:6][CH:7]2[OH:12], predict the reactants needed to synthesize it. The reactants are: [CH3:1][O:2][C:3]1[CH:11]=[CH:10][CH:9]=[C:8]2[C:4]=1[CH2:5][CH2:6][C:7]2=[O:12].[BH4-].[Na+].